This data is from Forward reaction prediction with 1.9M reactions from USPTO patents (1976-2016). The task is: Predict the product of the given reaction. (1) Given the reactants [C:1]([C:3]([NH:6][C:7]([C:9]1[C:10]2[CH2:11][C@H:12]3[CH2:24][C@H:13]3[C:14]=2[N:15]([C:17]2[CH:22]=[C:21]([Cl:23])[CH:20]=[CH:19][N:18]=2)[N:16]=1)=[O:8])([CH3:5])[CH3:4])#[N:2].[N-:25]=[N+:26]=[N-:27].[Na+].Cl.C(N(CC)CC)C, predict the reaction product. The product is: [CH3:4][C:3]([NH:6][C:7]([C:9]1[C:10]2[CH2:11][C@H:12]3[CH2:24][C@H:13]3[C:14]=2[N:15]([C:17]2[CH:22]=[C:21]([Cl:23])[CH:20]=[CH:19][N:18]=2)[N:16]=1)=[O:8])([C:1]1[NH:27][N:26]=[N:25][N:2]=1)[CH3:5]. (2) Given the reactants [CH:1]1[C:2]([C:10]#[N:11])=[CH:3][C:4](Br)=[C:5](O)[C:6]=1Br.C1C(C#N)=CC(I)=C([OH:19])C=1I, predict the reaction product. The product is: [OH:19][C:3]1[CH:4]=[CH:5][CH:6]=[CH:1][C:2]=1[C:10]#[N:11]. (3) Given the reactants [CH3:1][O:2][C:3]1[CH:8]=[CH:7][C:6]([C:9]2([CH3:17])[NH:14][CH:13]([C:15]#[N:16])[CH2:12][O:11][CH2:10]2)=[CH:5][CH:4]=1.[H-].[Al+3].[Li+].[H-].[H-].[H-], predict the reaction product. The product is: [CH3:1][O:2][C:3]1[CH:4]=[CH:5][C:6]([C:9]2([CH3:17])[NH:14][CH:13]([CH2:15][NH2:16])[CH2:12][O:11][CH2:10]2)=[CH:7][CH:8]=1. (4) Given the reactants [Cl:1][C:2]1[C:11]([N+:12]([O-:14])=[O:13])=[CH:10][C:5]2[NH:6][C:7](=O)[NH:8][C:4]=2[CH:3]=1.P(Cl)(Cl)([Cl:17])=O, predict the reaction product. The product is: [Cl:17][C:7]1[NH:8][C:4]2[CH:3]=[C:2]([Cl:1])[C:11]([N+:12]([O-:14])=[O:13])=[CH:10][C:5]=2[N:6]=1. (5) Given the reactants [CH:1]1[CH:2]=[C:3]([CH2:6][NH:7][C:8]2[C:13]([C:14]([OH:16])=[O:15])=[CH:12][C:11]([S:17]([NH2:20])(=[O:19])=[O:18])=[C:10]([Cl:21])[CH:9]=2)[O:4][CH:5]=1.[CH2:22](Cl)[C:23]1[CH:28]=[CH:27][CH:26]=[CH:25][CH:24]=1, predict the reaction product. The product is: [NH2:20][S:17]([C:11]1[C:10]([Cl:21])=[CH:9][C:8]([NH:7][CH2:6][C:3]2[O:4][CH:5]=[CH:1][CH:2]=2)=[C:13]([CH:12]=1)[C:14]([O:16][CH2:22][C:23]1[CH:28]=[CH:27][CH:26]=[CH:25][CH:24]=1)=[O:15])(=[O:19])=[O:18].